This data is from Full USPTO retrosynthesis dataset with 1.9M reactions from patents (1976-2016). The task is: Predict the reactants needed to synthesize the given product. (1) Given the product [Br:1][C:2]1[C:11]([N:12]([CH:13]2[CH2:17][CH2:16][CH2:15][CH2:14]2)[CH3:18])=[CH:10][CH:9]=[CH:8][C:3]=1[C:4]([O:6][CH3:7])=[O:5], predict the reactants needed to synthesize it. The reactants are: [Br:1][C:2]1[C:11]([NH:12][CH:13]2[CH2:17][CH2:16][CH2:15][CH2:14]2)=[CH:10][CH:9]=[CH:8][C:3]=1[C:4]([O:6][CH3:7])=[O:5].[C:18](=O)([O-])[O-].[Cs+].[Cs+].CI. (2) Given the product [CH2:22]([C:7]1[CH:16]=[CH:15][CH:14]=[C:13]2[C:8]=1[CH2:9][CH2:10][C:11](=[O:17])[NH:12]2)[CH:21]=[CH2:20], predict the reactants needed to synthesize it. The reactants are: FC(F)(F)S(O[C:7]1[CH:16]=[CH:15][CH:14]=[C:13]2[C:8]=1[CH2:9][CH2:10][C:11](=[O:17])[NH:12]2)(=O)=O.[CH2:20]([Sn](CCCC)(CCCC)CCCC)[CH:21]=[CH2:22].